Dataset: Full USPTO retrosynthesis dataset with 1.9M reactions from patents (1976-2016). Task: Predict the reactants needed to synthesize the given product. (1) Given the product [CH2:46]([O:45][C:44](=[O:48])[NH:49][C:50]1[N:11]([CH2:10][C:9]2[CH:25]=[CH:26][C:6]([O:5][CH:4]([CH:1]3[CH2:3][CH2:2]3)[C:29]3[CH:30]=[N:31][C:32]([O:35][CH3:36])=[CH:33][CH:34]=3)=[C:7]([O:27][CH3:28])[CH:8]=2)[C:12]2=[N:13][CH:14]=[C:15]([C:19]3[CH:20]=[N:21][N:22]([CH3:24])[CH:23]=3)[CH:16]=[C:17]2[N:18]=1)[CH3:47], predict the reactants needed to synthesize it. The reactants are: [CH:1]1([CH:4]([C:29]2[CH:30]=[N:31][C:32]([O:35][CH3:36])=[CH:33][CH:34]=2)[O:5][C:6]2[CH:26]=[CH:25][C:9]([CH2:10][NH:11][C:12]3[C:17]([NH2:18])=[CH:16][C:15]([C:19]4[CH:20]=[N:21][N:22]([CH3:24])[CH:23]=4)=[CH:14][N:13]=3)=[CH:8][C:7]=2[O:27][CH3:28])[CH2:3][CH2:2]1.C(N(CC)CC)C.[C:44]([N:49]=[C:50]=S)(=[O:48])[O:45][CH2:46][CH3:47].C1(S(Cl)(=O)=O)C=CC=CC=1. (2) Given the product [NH2:35][CH2:34][CH2:33][NH:32][C:30](=[O:31])[CH:29]([O:28][CH2:8][CH2:9][CH2:10][CH2:11]/[CH:12]=[CH:13]\[CH2:14]/[CH:15]=[CH:16]\[CH2:17]/[CH:18]=[CH:19]\[CH2:20]/[CH:21]=[CH:22]\[CH2:23]/[CH:24]=[CH:25]\[CH2:26][CH3:27])[CH2:43][CH3:44], predict the reactants needed to synthesize it. The reactants are: C(O)(C(F)(F)F)=O.[CH2:8]([O:28][CH:29]([CH2:43][CH3:44])[C:30]([NH:32][CH2:33][CH2:34][NH:35]C(=O)OC(C)(C)C)=[O:31])[CH2:9][CH2:10][CH2:11]/[CH:12]=[CH:13]\[CH2:14]/[CH:15]=[CH:16]\[CH2:17]/[CH:18]=[CH:19]\[CH2:20]/[CH:21]=[CH:22]\[CH2:23]/[CH:24]=[CH:25]\[CH2:26][CH3:27].